From a dataset of Reaction yield outcomes from USPTO patents with 853,638 reactions. Predict the reaction yield, written as a fraction of the theoretical maximum amount of product (1.0 means a 100% yield; for example, 0.34 means a 34% yield). (1) The reactants are [F:1][C:2]([F:17])([F:16])[C:3]([NH:5][C@H:6]1[C:15]2[C:10](=[CH:11][CH:12]=[CH:13][CH:14]=2)[CH2:9][CH2:8][CH2:7]1)=[O:4].[O-:18][Mn](=O)(=O)=O.[K+]. The catalyst is CC(C)=O.O. The product is [F:1][C:2]([F:16])([F:17])[C:3]([NH:5][C@H:6]1[C:15]2[C:10](=[CH:11][CH:12]=[CH:13][CH:14]=2)[C:9](=[O:18])[CH2:8][CH2:7]1)=[O:4]. The yield is 0.910. (2) The reactants are [O:1]([CH2:8][C:9]1[O:10][C:11]2[C:12](=[O:18])[NH:13][CH2:14][CH2:15][C:16]=2[N:17]=1)[C:2]1[CH:7]=[CH:6][CH:5]=[CH:4][CH:3]=1.Cl[C:20]1[N:25]=[C:24]([O:26][CH3:27])[C:23]([F:28])=[CH:22][N:21]=1.C(=O)([O-])[O-].[Cs+].[Cs+].C1(P(C2CCCCC2)C2C=CC=CC=2C2C(C(C)C)=CC(C(C)C)=CC=2C(C)C)CCCCC1. The catalyst is O1CCOCC1.C([O-])(=O)C.[Pd+2].C([O-])(=O)C. The yield is 0.720. The product is [F:28][C:23]1[C:24]([O:26][CH3:27])=[N:25][C:20]([N:13]2[CH2:14][CH2:15][C:16]3[N:17]=[C:9]([CH2:8][O:1][C:2]4[CH:7]=[CH:6][CH:5]=[CH:4][CH:3]=4)[O:10][C:11]=3[C:12]2=[O:18])=[N:21][CH:22]=1. (3) The product is [CH3:1][N:2]1[C:10]2[C@:9]3([CH3:14])[C:11]([CH3:12])([CH3:13])[C@@H:6]([CH2:7][CH2:8]3)[C:5]=2[C:4](=[O:15])[N:3]1[CH2:20][C:19]1[CH:22]=[CH:23][CH:24]=[CH:25][C:18]=1[C:17]([F:16])([F:26])[F:27]. The reactants are [CH3:1][N:2]1[C:10]2[C@:9]3([CH3:14])[C:11]([CH3:13])([CH3:12])[C@@H:6]([CH2:7][CH2:8]3)[C:5]=2[C:4](=[O:15])[NH:3]1.[F:16][C:17]([F:27])([F:26])[C:18]1[CH:25]=[CH:24][CH:23]=[CH:22][C:19]=1[CH2:20]Br. The yield is 0.160. The catalyst is CN(C)C=O. (4) The product is [Br:6][C:7]1[N:24]([CH2:25][O:26][CH2:27][CH2:28][Si:29]([CH3:32])([CH3:30])[CH3:31])[C:10]2[CH:11]=[N:12][N:13]([CH2:16][O:17][CH2:18][CH2:19][Si:20]([CH3:23])([CH3:22])[CH3:21])[C:14](=[O:15])[C:9]=2[C:8]=1[CH2:33][O:1][CH3:2]. The reactants are [O:1]1CCC[CH2:2]1.[Br:6][C:7]1[N:24]([CH2:25][O:26][CH2:27][CH2:28][Si:29]([CH3:32])([CH3:31])[CH3:30])[C:10]2[CH:11]=[N:12][N:13]([CH2:16][O:17][CH2:18][CH2:19][Si:20]([CH3:23])([CH3:22])[CH3:21])[C:14](=[O:15])[C:9]=2[C:8]=1[CH2:33]Br.CO.C[O-].[Na+]. The catalyst is O. The yield is 0.860. (5) The reactants are [CH3:1][C:2]([O:14][CH2:15][C:16]1[CH:21]=[CH:20][CH:19]=[CH:18][CH:17]=1)([CH3:13])[C:3](OCC1C=CC=CC=1)=[O:4]. The catalyst is C1COCC1.[H-].[H-].[H-].[H-].[Li+].[Al+3]. The product is [CH3:13][C:2]([O:14][CH2:15][C:16]1[CH:21]=[CH:20][CH:19]=[CH:18][CH:17]=1)([CH3:1])[CH2:3][OH:4]. The yield is 0.400. (6) The reactants are [N:1]1[C:10]2[C:5](=[CH:6][C:7]([CH2:11][N:12]3[C:16]4=[N:17][C:18]([C:21](=O)[CH3:22])=[CH:19][N:20]=[C:15]4[N:14]=[N:13]3)=[CH:8][CH:9]=2)[CH:4]=[CH:3][CH:2]=1.[NH2:24][O:25][CH2:26][CH2:27][OH:28]. No catalyst specified. The product is [OH:28][CH2:27][CH2:26][O:25]/[N:24]=[C:21](/[C:18]1[N:17]=[C:16]2[N:12]([CH2:11][C:7]3[CH:6]=[C:5]4[C:10](=[CH:9][CH:8]=3)[N:1]=[CH:2][CH:3]=[CH:4]4)[N:13]=[N:14][C:15]2=[N:20][CH:19]=1)\[CH3:22]. The yield is 0.210. (7) The reactants are [Si:1]([O:18][CH2:19][C:20]1[CH:21]=[C:22]2[C:26](=[CH:27][C:28]=1[S:29]([CH3:32])(=[O:31])=[O:30])[N:25]([S:33]([CH3:36])(=[O:35])=[O:34])[C:24]([CH:37]([OH:41])[CH:38]([CH3:40])[CH3:39])=[CH:23]2)([C:14]([CH3:17])([CH3:16])[CH3:15])([C:8]1[CH:13]=[CH:12][CH:11]=[CH:10][CH:9]=1)[C:2]1[CH:7]=[CH:6][CH:5]=[CH:4][CH:3]=1.CC(OI1(OC(C)=O)(OC(C)=O)OC(=O)C2C=CC=CC1=2)=O. The catalyst is C(Cl)Cl. The product is [Si:1]([O:18][CH2:19][C:20]1[CH:21]=[C:22]2[C:26](=[CH:27][C:28]=1[S:29]([CH3:32])(=[O:31])=[O:30])[N:25]([S:33]([CH3:36])(=[O:34])=[O:35])[C:24]([C:37](=[O:41])[CH:38]([CH3:39])[CH3:40])=[CH:23]2)([C:14]([CH3:15])([CH3:16])[CH3:17])([C:8]1[CH:9]=[CH:10][CH:11]=[CH:12][CH:13]=1)[C:2]1[CH:7]=[CH:6][CH:5]=[CH:4][CH:3]=1. The yield is 0.860. (8) The reactants are [Cl:1][C:2]1[CH:3]=[C:4]([C:8]2[N:13]=[C:12]3[CH2:14][CH2:15][CH2:16][C:11]3=[C:10]([CH2:17][C:18]3[CH:23]=[CH:22][C:21]([C:24]([CH3:30])([CH3:29])[C:25](OC)=[O:26])=[CH:20][CH:19]=3)[CH:9]=2)[CH:5]=[CH:6][CH:7]=1. The catalyst is C1COCC1. The product is [Cl:1][C:2]1[CH:3]=[C:4]([C:8]2[N:13]=[C:12]3[CH2:14][CH2:15][CH2:16][C:11]3=[C:10]([CH2:17][C:18]3[CH:19]=[CH:20][C:21]([C:24]([CH3:30])([CH3:29])[CH2:25][OH:26])=[CH:22][CH:23]=3)[CH:9]=2)[CH:5]=[CH:6][CH:7]=1. The yield is 1.00. (9) The reactants are [OH:1][CH2:2][C:3]1[CH:4]=[C:5]([C:9]2[CH:10]=[C:11]([C:21](O)=[O:22])[C:12]3[CH:17]=[N:16][N:15]([CH:18]([CH3:20])[CH3:19])[C:13]=3[N:14]=2)[CH:6]=[CH:7][CH:8]=1.[NH2:24][CH2:25][C:26]1[C:27](=[O:34])[NH:28][C:29]([CH3:33])=[CH:30][C:31]=1[CH3:32].C1CN([P+](ON2N=NC3C=CC=CC2=3)(N2CCCC2)N2CCCC2)CC1.F[P-](F)(F)(F)(F)F.C([O-])(O)=O.[Na+]. The catalyst is CS(C)=O.CO.C(Cl)Cl. The product is [CH3:32][C:31]1[CH:30]=[C:29]([CH3:33])[NH:28][C:27](=[O:34])[C:26]=1[CH2:25][NH:24][C:21]([C:11]1[C:12]2[CH:17]=[N:16][N:15]([CH:18]([CH3:20])[CH3:19])[C:13]=2[N:14]=[C:9]([C:5]2[CH:6]=[CH:7][CH:8]=[C:3]([CH2:2][OH:1])[CH:4]=2)[CH:10]=1)=[O:22]. The yield is 0.814. (10) The reactants are [CH:1](=[N:3][OH:4])[CH3:2].C(N(CC)CC)C.[C:12]([C:14]1[CH:19]=[C:18]([O:20][C:21]2[CH:26]=[CH:25][C:24]([NH2:27])=[C:23]([F:28])[CH:22]=2)[CH:17]=[CH:16][N:15]=1)#[CH:13].ClN1C(=O)CCC1=O. The catalyst is C1COCC1.CCOC(C)=O.O. The product is [F:28][C:23]1[CH:22]=[C:21]([O:20][C:18]2[CH:17]=[CH:16][N:15]=[C:14]([C:12]3[O:4][N:3]=[C:1]([CH3:2])[CH:13]=3)[CH:19]=2)[CH:26]=[CH:25][C:24]=1[NH2:27]. The yield is 0.230.